This data is from Full USPTO retrosynthesis dataset with 1.9M reactions from patents (1976-2016). The task is: Predict the reactants needed to synthesize the given product. (1) Given the product [CH2:13]([N:12]([CH3:16])[C:8]1[C:9]2[CH2:10][CH2:11][C:2]([CH3:1])([CH3:25])[CH2:3][C:4]=2[C:5]([C:19]#[N:20])=[C:6]([SH:17])[N:7]=1)[CH3:14], predict the reactants needed to synthesize it. The reactants are: [CH3:1][C:2]1([CH3:25])[CH2:11][CH2:10][C:9]2[C:8]([N:12]3[CH2:16]C[CH2:14][CH2:13]3)=[N:7][C:6]3[S:17]C4C(=O)NC=[N:20][C:19]=4[C:5]=3[C:4]=2[CH2:3]1.C(NC)C. (2) Given the product [N:40]([CH2:2][CH2:3][CH2:4][CH2:5][CH2:6][CH2:7][CH2:8][CH2:9][CH2:10][CH2:11][CH2:12][CH:13]=[CH:14][CH2:15][CH2:16][CH2:17][CH2:18][CH2:19][CH2:20][CH2:21][CH2:22][CH2:23][CH2:24][CH:25]=[CH:26][CH2:27][CH2:28][CH2:29][CH2:30][CH2:31][CH2:32][CH2:33][CH2:34][CH2:35][CH2:36][C:37]([OH:39])=[O:38])=[N+:41]=[N-:42], predict the reactants needed to synthesize it. The reactants are: Cl[CH2:2][CH2:3][CH2:4][CH2:5][CH2:6][CH2:7][CH2:8][CH2:9][CH2:10][CH2:11][CH2:12][CH:13]=[CH:14][CH2:15][CH2:16][CH2:17][CH2:18][CH2:19][CH2:20][CH2:21][CH2:22][CH2:23][CH2:24][CH:25]=[CH:26][CH2:27][CH2:28][CH2:29][CH2:30][CH2:31][CH2:32][CH2:33][CH2:34][CH2:35][CH2:36][C:37]([OH:39])=[O:38].[N-:40]=[N+:41]=[N-:42].[Na+].O.C(OCC)(=O)C.